This data is from Reaction yield outcomes from USPTO patents with 853,638 reactions. The task is: Predict the reaction yield, written as a fraction of the theoretical maximum amount of product (1.0 means a 100% yield; for example, 0.34 means a 34% yield). The reactants are [CH:1]1[C:10]2[C:5](=[CH:6][CH:7]=[CH:8][CH:9]=2)[CH:4]=[C:3]([C:11]([OH:13])=O)[N:2]=1.CN(C(ON1N=NC2C=CC=CC1=2)=[N+](C)C)C.F[P-](F)(F)(F)(F)F.CCN(C(C)C)C(C)C.[CH3:47][O:48][C:49]([C:51]1[C:59]2[N:58]=[C:57]([NH2:60])[NH:56][C:55]=2[CH:54]=[CH:53][C:52]=1[O:61][CH3:62])=[O:50]. The catalyst is CN(C=O)C.[Cl-].[Na+].O. The product is [CH3:47][O:48][C:49]([C:51]1[C:59]2[NH:58][C:57]([NH:60][C:11]([C:3]3[N:2]=[CH:1][C:10]4[C:5]([CH:4]=3)=[CH:6][CH:7]=[CH:8][CH:9]=4)=[O:13])=[N:56][C:55]=2[CH:54]=[CH:53][C:52]=1[O:61][CH3:62])=[O:50]. The yield is 0.280.